Dataset: HIV replication inhibition screening data with 41,000+ compounds from the AIDS Antiviral Screen. Task: Binary Classification. Given a drug SMILES string, predict its activity (active/inactive) in a high-throughput screening assay against a specified biological target. The drug is C=C(NC(=O)C(=C)NC(=O)c1ccc2c(n1)-c1coc(n1)C(=C)NC(=O)C(=C)NC(=O)c1nc(oc1C)C(=C)NC(=O)C(C(C)(C)O)NC(=O)C(=C)NC(=O)c1coc(n1)C(=CC)NC(=O)C(C(C)O)NC(=O)c1csc-2n1)C(N)=O. The result is 0 (inactive).